Dataset: Forward reaction prediction with 1.9M reactions from USPTO patents (1976-2016). Task: Predict the product of the given reaction. (1) The product is: [CH3:1][O:2][C:3](=[O:28])[C:4]1[CH:9]=[C:8]([C:10](=[O:26])[C:11]2[CH:16]=[CH:15][C:14]([N:17]([C:19]3[CH:24]=[CH:23][C:22]([Cl:25])=[CH:21][CH:20]=3)[CH3:18])=[CH:13][N:12]=2)[CH:7]=[CH:6][C:5]=1[N:29]=[N+:30]=[N-:31]. Given the reactants [CH3:1][O:2][C:3](=[O:28])[C:4]1[CH:9]=[C:8]([C:10](=[O:26])[C:11]2[CH:16]=[CH:15][C:14]([N:17]([C:19]3[CH:24]=[CH:23][C:22]([Cl:25])=[CH:21][CH:20]=3)[CH3:18])=[CH:13][N:12]=2)[CH:7]=[CH:6][C:5]=1F.[N-:29]=[N+:30]=[N-:31].[Na+], predict the reaction product. (2) Given the reactants [CH:1]([C:3]1[CH:4]=[N:5][C:6]2[C:11]([CH:12]=1)=[CH:10][CH:9]=[C:8]([NH:13][C:14](=[O:23])[O:15][CH2:16][C:17]1[CH:22]=[CH:21][CH:20]=[CH:19][CH:18]=1)[CH:7]=2)=[O:2].[Li]C.[CH3:26]COCC, predict the reaction product. The product is: [OH:2][CH:1]([C:3]1[CH:4]=[N:5][C:6]2[C:11]([CH:12]=1)=[CH:10][CH:9]=[C:8]([NH:13][C:14](=[O:23])[O:15][CH2:16][C:17]1[CH:22]=[CH:21][CH:20]=[CH:19][CH:18]=1)[CH:7]=2)[CH3:26]. (3) Given the reactants [CH2:1]([N:8]1[CH:17]=[C:16]([C:18]([O:20]C)=[O:19])[C:15]2[C:10](=[CH:11][CH:12]=[C:13]([C:22]3[CH:27]=[C:26]([C:28](=[O:33])[NH:29][CH:30]4[CH2:32][CH2:31]4)[CH:25]=[CH:24][C:23]=3[CH3:34])[CH:14]=2)[C:9]1=[O:35])[C:2]1[CH:7]=[CH:6][CH:5]=[CH:4][CH:3]=1.[OH-].[Na+].C(O)(=O)C.O, predict the reaction product. The product is: [CH2:1]([N:8]1[CH:17]=[C:16]([C:18]([OH:20])=[O:19])[C:15]2[C:10](=[CH:11][CH:12]=[C:13]([C:22]3[CH:27]=[C:26]([C:28](=[O:33])[NH:29][CH:30]4[CH2:31][CH2:32]4)[CH:25]=[CH:24][C:23]=3[CH3:34])[CH:14]=2)[C:9]1=[O:35])[C:2]1[CH:7]=[CH:6][CH:5]=[CH:4][CH:3]=1. (4) Given the reactants [CH2:1]([NH:4][C:5]1[N:10]=[C:9]([NH:11][CH2:12][CH2:13][CH3:14])[N:8]=[C:7]([N:15]([CH3:19])[O:16][CH2:17][CH3:18])[N:6]=1)[CH2:2][CH3:3].[OH:20][S:21]([OH:24])(=[O:23])=[O:22], predict the reaction product. The product is: [S:21]([OH:24])([OH:23])(=[O:22])=[O:20].[CH2:1]([NH:4][C:5]1[N:10]=[C:9]([NH:11][CH2:12][CH2:13][CH3:14])[N:8]=[C:7]([N:15]([CH3:19])[O:16][CH2:17][CH3:18])[N:6]=1)[CH2:2][CH3:3]. (5) Given the reactants CO[C:3](=[O:14])[C:4]1[CH:9]=[CH:8][C:7]([O:10][CH3:11])=[C:6]([OH:12])[C:5]=1[F:13].[C:15]1([CH3:24])[CH:20]=[CH:19][CH:18]=[C:17]([CH2:21][CH2:22]O)[CH:16]=1.Cl.C[O:27][C:28]([C:30]1([NH2:37])[CH2:36][CH2:35][CH2:34][CH2:33][CH2:32][CH2:31]1)=[O:29], predict the reaction product. The product is: [F:13][C:5]1[C:6]([O:12][CH2:22][CH2:21][C:17]2[CH:16]=[C:15]([CH3:24])[CH:20]=[CH:19][CH:18]=2)=[C:7]([O:10][CH3:11])[CH:8]=[CH:9][C:4]=1[C:3]([NH:37][C:30]1([C:28]([OH:29])=[O:27])[CH2:36][CH2:35][CH2:34][CH2:33][CH2:32][CH2:31]1)=[O:14]. (6) Given the reactants [CH3:1][N:2]([CH3:12])[S:3]([C:6]1[CH:11]=[CH:10][CH:9]=[CH:8][CH:7]=1)(=[O:5])=[O:4].[Li]CCCC.CCCCCC.[B:24](OC(C)C)([O:29]C(C)C)[O:25]C(C)C.Cl, predict the reaction product. The product is: [CH3:1][N:2]([CH3:12])[S:3]([C:6]1[CH:7]=[CH:8][CH:9]=[CH:10][C:11]=1[B:24]([OH:29])[OH:25])(=[O:4])=[O:5].